This data is from Reaction yield outcomes from USPTO patents with 853,638 reactions. The task is: Predict the reaction yield, written as a fraction of the theoretical maximum amount of product (1.0 means a 100% yield; for example, 0.34 means a 34% yield). (1) The catalyst is C(Cl)Cl. The reactants are [Cl:1][C:2]1[CH:7]=[CH:6][C:5]([NH:8][C@H:9]2[C:18]3[C:13](=[CH:14][CH:15]=[CH:16][CH:17]=3)[N:12]([C:19]([C:21]3[CH:26]=[CH:25][C:24]([F:27])=[CH:23][CH:22]=3)=[O:20])[C@@H:11]([CH3:28])[CH2:10]2)=[CH:4][CH:3]=1.C(N(C(C)C)CC)(C)C.[C:38](Cl)(=[O:40])[CH3:39]. The yield is 0.710. The product is [Cl:1][C:2]1[CH:7]=[CH:6][C:5]([N:8]([CH:9]2[C:18]3[C:13](=[CH:14][CH:15]=[CH:16][CH:17]=3)[N:12]([C:19](=[O:20])[C:21]3[CH:22]=[CH:23][C:24]([F:27])=[CH:25][CH:26]=3)[CH:11]([CH3:28])[CH2:10]2)[C:38](=[O:40])[CH3:39])=[CH:4][CH:3]=1. (2) The reactants are [F:1][C:2]1[CH:7]=[CH:6][C:5]([C:8]2[S:12][C:11]([CH:13]=[O:14])=[N:10][N:9]=2)=[CH:4][CH:3]=1.[CH2:15]([Mg]Br)[CH3:16].C(OCC)C. The catalyst is C1COCC1. The product is [F:1][C:2]1[CH:3]=[CH:4][C:5]([C:8]2[S:12][C:11]([CH:13]([OH:14])[CH2:15][CH3:16])=[N:10][N:9]=2)=[CH:6][CH:7]=1. The yield is 0.450. (3) The reactants are [Si:1]([O:8][C@H:9]([CH3:40])[C@@H:10]([NH:27][C:28]1[CH:33]=[CH:32][C:31]([C:34]#[N:35])=[C:30]([C:36]([F:39])([F:38])[F:37])[CH:29]=1)[C:11]([NH:13][NH:14][C:15](=[O:26])[C:16]1[CH:21]=[CH:20][C:19]([S:22]([CH3:25])(=[O:24])=[O:23])=[CH:18][CH:17]=1)=O)([C:4]([CH3:7])([CH3:6])[CH3:5])([CH3:3])[CH3:2].C1C=CC(P(C2C=CC=CC=2)C2C=CC=CC=2)=CC=1.II.CCN(CC)CC. The catalyst is C(Cl)Cl. The product is [Si:1]([O:8][C@H:9]([CH3:40])[C@@H:10]([NH:27][C:28]1[CH:33]=[CH:32][C:31]([C:34]#[N:35])=[C:30]([C:36]([F:37])([F:39])[F:38])[CH:29]=1)[C:11]1[O:26][C:15]([C:16]2[CH:17]=[CH:18][C:19]([S:22]([CH3:25])(=[O:23])=[O:24])=[CH:20][CH:21]=2)=[N:14][N:13]=1)([C:4]([CH3:5])([CH3:7])[CH3:6])([CH3:2])[CH3:3]. The yield is 0.940.